Dataset: Forward reaction prediction with 1.9M reactions from USPTO patents (1976-2016). Task: Predict the product of the given reaction. (1) Given the reactants [CH:1]([N:4]1[CH2:8][CH2:7][CH2:6][CH2:5]1)([CH3:3])[CH3:2].[CH3:9][O:10][CH2:11][Cl:12], predict the reaction product. The product is: [Cl-:12].[CH3:9][O:10][CH2:11][N+:4]1([CH:1]([CH3:3])[CH3:2])[CH2:8][CH2:7][CH2:6][CH2:5]1. (2) Given the reactants C[Al](C)C.[CH:5]([NH2:8])([CH3:7])[CH3:6].CO[C:11](=[O:33])[C:12]1[CH:17]=[CH:16][C:15]([NH:18][CH2:19][C:20]2[C:21]([C:26]3[CH:31]=[CH:30][C:29]([F:32])=[CH:28][CH:27]=3)=[N:22][O:23][C:24]=2[CH3:25])=[N:14][CH:13]=1.C(C(C(C([O-])=O)O)O)([O-])=O.[K+].[Na+], predict the reaction product. The product is: [F:32][C:29]1[CH:30]=[CH:31][C:26]([C:21]2[C:20]([CH2:19][NH:18][C:15]3[CH:16]=[CH:17][C:12]([C:11]([NH:8][CH:5]([CH3:7])[CH3:6])=[O:33])=[CH:13][N:14]=3)=[C:24]([CH3:25])[O:23][N:22]=2)=[CH:27][CH:28]=1. (3) Given the reactants [CH:1]1([NH:4][C:5]2[C:10]([C:11]([NH2:13])=[O:12])=[CH:9][N:8]=[C:7]([NH:14][C:15]3[CH:20]=[CH:19][C:18]([CH:21]4[CH2:26][CH2:25][N:24]([CH:27]([CH3:29])[CH3:28])[CH2:23][CH2:22]4)=[CH:17][CH:16]=3)[N:6]=2)[CH2:3][CH2:2]1.[CH:30]1([N:33]2[CH2:38]CC(=O)C[CH2:34]2)[CH2:32][CH2:31]1, predict the reaction product. The product is: [CH:30]1([N:33]2[CH2:38][CH2:29][CH:27]([N:24]3[CH2:25][CH2:26][CH:21]([C:18]4[CH:19]=[CH:20][C:15]([NH:14][C:7]5[N:6]=[C:5]([NH:4][CH:1]6[CH2:3][CH2:2]6)[C:10]([C:11]([NH2:13])=[O:12])=[CH:9][N:8]=5)=[CH:16][CH:17]=4)[CH2:22][CH2:23]3)[CH2:28][CH2:34]2)[CH2:32][CH2:31]1. (4) Given the reactants [OH-:1].[Na+].[O:3]1[C:14]2[C:10]3[NH:11][C:12](=[O:13])[C:9]=3[CH:8]=[CH:7][C:6]=2[O:5][CH2:4]1.OO.Cl, predict the reaction product. The product is: [NH2:11][C:10]1[C:14]2[O:3][CH2:4][O:5][C:6]=2[CH:7]=[CH:8][C:9]=1[C:12]([OH:1])=[O:13]. (5) Given the reactants [Br:1][C:2]1[C:3]([CH3:12])=[C:4]([C:8]([O:10][CH3:11])=[O:9])[O:5][C:6]=1Br.[Li]CCCC, predict the reaction product. The product is: [Br:1][C:2]1[C:3]([CH3:12])=[C:4]([C:8]([O:10][CH3:11])=[O:9])[O:5][CH:6]=1. (6) Given the reactants [CH3:1][C@H:2]1[NH:7][CH2:6][CH2:5][N:4]([C:8]([O:10][C:11]([CH3:14])([CH3:13])[CH3:12])=[O:9])[CH2:3]1.CCN(C(C)C)C(C)C.[F:24][C:25]([F:38])([F:37])[O:26][C:27]1[CH:32]=[CH:31][C:30]([S:33](Cl)(=[O:35])=[O:34])=[CH:29][CH:28]=1.Cl, predict the reaction product. The product is: [CH3:1][C@H:2]1[N:7]([S:33]([C:30]2[CH:29]=[CH:28][C:27]([O:26][C:25]([F:24])([F:37])[F:38])=[CH:32][CH:31]=2)(=[O:35])=[O:34])[CH2:6][CH2:5][N:4]([C:8]([O:10][C:11]([CH3:13])([CH3:12])[CH3:14])=[O:9])[CH2:3]1. (7) Given the reactants [CH3:1][C:2]1[CH:3]=[C:4]([CH:9]2[CH2:14][N:13]([C:15]([N:17]3[CH2:22][CH2:21][CH:20]([OH:23])[CH2:19][CH2:18]3)=[O:16])[CH2:12][CH:11]([C:24](O)=[O:25])[CH2:10]2)[CH:5]=[CH:6][C:7]=1[CH3:8].O[N:28]=[C:29]([NH2:31])[CH3:30], predict the reaction product. The product is: [CH3:1][C:2]1[CH:3]=[C:4]([CH:9]2[CH2:10][CH:11]([C:24]3[O:25][N:31]=[C:29]([CH3:30])[N:28]=3)[CH2:12][N:13]([C:15]([N:17]3[CH2:22][CH2:21][CH:20]([OH:23])[CH2:19][CH2:18]3)=[O:16])[CH2:14]2)[CH:5]=[CH:6][C:7]=1[CH3:8]. (8) Given the reactants [Cl:1][C:2]1[N:7]=[C:6]([CH:8]([OH:26])[CH:9]([CH2:15][C:16]2[CH:21]=[CH:20][C:19]([C:22]([F:25])([F:24])[F:23])=[CH:18][CH:17]=2)[C:10]([O:12]CC)=[O:11])[CH:5]=[CH:4][CH:3]=1.[OH-].[Na+].Cl.C(=O)([O-])O.[Na+], predict the reaction product. The product is: [Cl:1][C:2]1[N:7]=[C:6]([CH:8]([OH:26])[CH:9]([CH2:15][C:16]2[CH:21]=[CH:20][C:19]([C:22]([F:23])([F:24])[F:25])=[CH:18][CH:17]=2)[C:10]([OH:12])=[O:11])[CH:5]=[CH:4][CH:3]=1. (9) Given the reactants [CH3:1][N:2]([CH3:6])[CH2:3][CH2:4][NH2:5].CCN=C=NCCCN(C)C.C1C=CC2N(O)N=NC=2C=1.[CH2:28]([O:35][C:36]([NH:38][C:39]1[CH:44]=[CH:43][C:42]([CH2:45][C:46](O)=[O:47])=[CH:41][CH:40]=1)=[O:37])[C:29]1[CH:34]=[CH:33][CH:32]=[CH:31][CH:30]=1, predict the reaction product. The product is: [CH3:1][N:2]([CH3:6])[CH2:3][CH2:4][NH:5][C:46](=[O:47])[CH2:45][C:42]1[CH:41]=[CH:40][C:39]([NH:38][C:36](=[O:37])[O:35][CH2:28][C:29]2[CH:30]=[CH:31][CH:32]=[CH:33][CH:34]=2)=[CH:44][CH:43]=1. (10) Given the reactants [BH4-].[Na+].[Cl:3][C:4]1[CH:29]=[CH:28][C:7]([C:8]([C:10]2[CH:11]=[CH:12][C:13]3[NH:19][C:18](=[O:20])[CH2:17][N:16]=[C:15]([C:21]4[CH:26]=[CH:25][CH:24]=[CH:23][CH:22]=4)[C:14]=3[CH:27]=2)=[O:9])=[CH:6][CH:5]=1, predict the reaction product. The product is: [Cl:3][C:4]1[CH:5]=[CH:6][C:7]([CH:8]([OH:9])[C:10]2[CH:11]=[CH:12][C:13]3[NH:19][C:18](=[O:20])[CH2:17][N:16]=[C:15]([C:21]4[CH:26]=[CH:25][CH:24]=[CH:23][CH:22]=4)[C:14]=3[CH:27]=2)=[CH:28][CH:29]=1.